Dataset: Full USPTO retrosynthesis dataset with 1.9M reactions from patents (1976-2016). Task: Predict the reactants needed to synthesize the given product. (1) Given the product [NH2:10][C:11]1[S:12][C:13]2[C:19]3[N:20]([C:29]4[CH:37]=[CH:36][C:32]([C:33]([N:39]5[CH2:44][CH2:43][CH2:42][CH2:41][CH2:40]5)=[O:34])=[CH:31][C:30]=4[Cl:38])[N:21]=[C:22]([C:23]4[CH:24]=[N:25][CH:26]=[CH:27][CH:28]=4)[C:18]=3[CH2:17][CH2:16][C:14]=2[N:15]=1, predict the reactants needed to synthesize it. The reactants are: C(N(CC)C(C)C)(C)C.[NH2:10][C:11]1[S:12][C:13]2[C:19]3[N:20]([C:29]4[CH:37]=[CH:36][C:32]([C:33](O)=[O:34])=[CH:31][C:30]=4[Cl:38])[N:21]=[C:22]([C:23]4[CH:24]=[N:25][CH:26]=[CH:27][CH:28]=4)[C:18]=3[CH2:17][CH2:16][C:14]=2[N:15]=1.[NH:39]1[CH2:44][CH2:43][CH2:42][CH2:41][CH2:40]1. (2) Given the product [C:66]1([CH:47]([C:41]2[CH:46]=[CH:45][CH:44]=[CH:43][CH:42]=2)[CH2:48][CH2:49][NH:50][C:51]2[C:60]3[C:55](=[CH:56][CH:57]=[CH:58][CH:59]=3)[N:54]=[C:53]([C:28]3[S:27][CH:31]=[CH:30][CH:29]=3)[N:52]=2)[CH:67]=[CH:68][CH:69]=[CH:70][CH:71]=1, predict the reactants needed to synthesize it. The reactants are: ClC1N=C(NCC(C2C=CC=CC=2)C2C=CC=CC=2)C2C(=CC=CC=2)N=1.[S:27]1[CH:31]=[CH:30][CH:29]=[C:28]1B(O)O.C([O-])([O-])=O.[K+].[K+].[C:41]1([CH:47]([C:66]2[CH:71]=[CH:70][CH:69]=[CH:68][CH:67]=2)[CH2:48][CH2:49][NH:50][C:51]2[C:60]3[C:55](=[CH:56][CH:57]=[CH:58][CH:59]=3)[N:54]=[C:53](C3C=CSC=3)[N:52]=2)[CH:46]=[CH:45][CH:44]=[CH:43][CH:42]=1. (3) Given the product [F:22][C:23]1[CH:31]=[C:30]2[C:26]([C:27]([C:2]3[CH:3]=[CH:4][C:5]4[S:9](=[O:11])(=[O:10])[N:8]([CH2:12][CH:13]([O:18][CH3:19])[C:14]([NH:16][CH3:17])=[O:15])[CH:7]([CH3:20])[C:6]=4[CH:21]=3)=[CH:28][N:29]2[C:32]([O:34][C:35]([CH3:38])([CH3:37])[CH3:36])=[O:33])=[CH:25][CH:24]=1, predict the reactants needed to synthesize it. The reactants are: Br[C:2]1[CH:3]=[CH:4][C:5]2[S:9](=[O:11])(=[O:10])[N:8]([CH2:12][CH:13]([O:18][CH3:19])[C:14]([NH:16][CH3:17])=[O:15])[CH:7]([CH3:20])[C:6]=2[CH:21]=1.[F:22][C:23]1[CH:31]=[C:30]2[C:26]([C:27](B3OC(C)(C)C(C)(C)O3)=[CH:28][N:29]2[C:32]([O:34][C:35]([CH3:38])([CH3:37])[CH3:36])=[O:33])=[CH:25][CH:24]=1.[O-]P([O-])([O-])=O.[K+].[K+].[K+]. (4) Given the product [C:1]1([C:7]2[C:15]([CH2:17][N:18]3[CH2:22][CH:21]([CH2:23][CH2:24][CH3:25])[CH2:20][C:19]3=[O:26])=[C:10]3[N:11]=[CH:12][CH:13]=[CH:14][N:9]3[N:8]=2)[CH:2]=[CH:3][CH:4]=[CH:5][CH:6]=1, predict the reactants needed to synthesize it. The reactants are: [C:1]1([C:7]2[CH:15]=[C:10]3[N:11]=[CH:12][CH:13]=[CH:14][N:9]3[N:8]=2)[CH:6]=[CH:5][CH:4]=[CH:3][CH:2]=1.O[CH2:17][N:18]1[CH2:22][CH:21]([CH2:23][CH2:24][CH3:25])[CH2:20][C:19]1=[O:26]. (5) Given the product [CH2:14]([O:13][C:12]1[C:11](=[O:21])[N:10]=[C:9]([CH2:22][C:23]2([C:28]3[CH:33]=[CH:32][C:31]([Cl:34])=[CH:30][CH:29]=3)[CH2:24][CH2:25][CH2:26][CH2:27]2)[N:8]2[CH2:2][CH2:3][N:4]([CH3:35])[C:5](=[O:6])[C:7]=12)[C:15]1[CH:20]=[CH:19][CH:18]=[CH:17][CH:16]=1, predict the reactants needed to synthesize it. The reactants are: O[CH2:2][CH2:3][N:4]([CH3:35])[C:5]([C:7]1[C:12]([O:13][CH2:14][C:15]2[CH:20]=[CH:19][CH:18]=[CH:17][CH:16]=2)=[C:11]([OH:21])[N:10]=[C:9]([CH2:22][C:23]2([C:28]3[CH:33]=[CH:32][C:31]([Cl:34])=[CH:30][CH:29]=3)[CH2:27][CH2:26][CH2:25][CH2:24]2)[N:8]=1)=[O:6].C(OC1C(=O)N=C(CC2C=CC=CC=2C2C=CC=CC=2)N2CCN(C)C(=O)C=12)C1C=CC=CC=1. (6) Given the product [CH3:1][O:2][CH2:3][CH2:4][C:5]1[CH:10]=[CH:9][C:8]([O:11][CH2:15][CH:13]2[CH2:14][O:12]2)=[CH:7][CH:6]=1, predict the reactants needed to synthesize it. The reactants are: [CH3:1][O:2][CH2:3][CH2:4][C:5]1[CH:10]=[CH:9][C:8]([OH:11])=[CH:7][CH:6]=1.[O:12]1[CH2:14][CH:13]1[CH2:15]OS(C1C=CC=C([N+]([O-])=O)C=1)(=O)=O.C(=O)([O-])[O-].[K+].[K+]. (7) Given the product [C:22]1([CH3:32])[CH:23]=[CH:24][C:25]([S:28]([OH:31])(=[O:29])=[O:30])=[CH:26][CH:27]=1.[NH2:1][C@H:2]([CH3:20])[CH2:3][O:4][C:5]1[CH:6]=[C:7]([C:12]2[CH:17]=[C:16]([CH:18]=[CH2:19])[CH:15]=[CH:14][N:13]=2)[C:8]([Cl:11])=[N:9][CH:10]=1, predict the reactants needed to synthesize it. The reactants are: [NH2:1][C@H:2]([CH3:20])[CH2:3][O:4][C:5]1[CH:6]=[C:7]([C:12]2[CH:17]=[C:16]([CH:18]=[CH2:19])[CH:15]=[CH:14][N:13]=2)[C:8]([Cl:11])=[N:9][CH:10]=1.O.[C:22]1([CH3:32])[CH:27]=[CH:26][C:25]([S:28]([OH:31])(=[O:30])=[O:29])=[CH:24][CH:23]=1.C(OCC)C.